This data is from Catalyst prediction with 721,799 reactions and 888 catalyst types from USPTO. The task is: Predict which catalyst facilitates the given reaction. (1) Reactant: [F:1][C:2]([F:19])([F:18])[C:3]([C:5]1[C:13]2[C:8](=[CH:9][C:10]([C:14]([F:17])([F:16])[F:15])=[CH:11][CH:12]=2)[NH:7][CH:6]=1)=[O:4].C(=O)([O-])[O-].[K+].[K+].I[CH:27]([CH3:29])[CH3:28]. The catalyst class is: 9. Product: [F:19][C:2]([F:1])([F:18])[C:3]([C:5]1[C:13]2[C:8](=[CH:9][C:10]([C:14]([F:15])([F:16])[F:17])=[CH:11][CH:12]=2)[N:7]([CH:27]([CH3:29])[CH3:28])[CH:6]=1)=[O:4]. (2) Reactant: C([O:3][C:4](=O)[C:5]([N:7]1[CH2:12][CH2:11][C@@H:10]([C:13]([N:15]([CH2:17][C:18]2[CH:23]=[C:22]([C:24]([F:27])([F:26])[F:25])[CH:21]=[C:20]([C:28]([F:31])([F:30])[F:29])[CH:19]=2)[CH3:16])=[O:14])[C@H:9]([C:32]2[CH:37]=[CH:36][C:35]([F:38])=[CH:34][C:33]=2[CH3:39])[CH2:8]1)=[O:6])C.[NH3:41].O. Product: [NH2:41][C:4](=[O:3])[C:5]([N:7]1[CH2:12][CH2:11][C@@H:10]([C:13]([N:15]([CH2:17][C:18]2[CH:23]=[C:22]([C:24]([F:26])([F:27])[F:25])[CH:21]=[C:20]([C:28]([F:29])([F:31])[F:30])[CH:19]=2)[CH3:16])=[O:14])[C@H:9]([C:32]2[CH:37]=[CH:36][C:35]([F:38])=[CH:34][C:33]=2[CH3:39])[CH2:8]1)=[O:6]. The catalyst class is: 8. (3) Reactant: [CH3:1][C:2]1[CH:3]=[CH:4][C:5]2[N:10](N=C(C)C)[CH2:9][CH:8]([C:15]3[CH:20]=[CH:19][CH:18]=[CH:17][CH:16]=3)[O:7][C:6]=2[CH:21]=1.[CH3:22][N:23]1[CH2:28][CH2:27][CH2:26][CH2:25][C:24]1=O.OS(O)(=O)=O. Product: [CH3:1][C:2]1[CH:3]=[C:4]2[C:5]3=[C:6]([O:7][CH:8]([C:15]4[CH:16]=[CH:17][CH:18]=[CH:19][CH:20]=4)[CH2:9][N:10]3[C:26]3[CH2:27][CH2:28][N:23]([CH3:22])[CH2:24][C:25]2=3)[CH:21]=1. The catalyst class is: 12. (4) Reactant: Cl.Cl.[Cl:3][C:4]1[CH:9]=[CH:8][C:7]([C:10]2[S:18][C:17]3[C:16](=[O:19])[N:15]([CH2:20][CH2:21][C:22]4[CH:27]=[CH:26][C:25]([CH2:28][NH:29][CH3:30])=[CH:24][CH:23]=4)[CH:14]=[N:13][C:12]=3[CH:11]=2)=[CH:6][CH:5]=1.[CH:31]1([C:34](Cl)=[O:35])[CH2:33][CH2:32]1.C(N(CC)CC)C.O1CCCC1. Product: [Cl:3][C:4]1[CH:5]=[CH:6][C:7]([C:10]2[S:18][C:17]3[C:16](=[O:19])[N:15]([CH2:20][CH2:21][C:22]4[CH:23]=[CH:24][C:25]([CH2:28][N:29]([CH3:30])[C:34]([CH:31]5[CH2:33][CH2:32]5)=[O:35])=[CH:26][CH:27]=4)[CH:14]=[N:13][C:12]=3[CH:11]=2)=[CH:8][CH:9]=1. The catalyst class is: 13.